Dataset: Reaction yield outcomes from USPTO patents with 853,638 reactions. Task: Predict the reaction yield, written as a fraction of the theoretical maximum amount of product (1.0 means a 100% yield; for example, 0.34 means a 34% yield). (1) The catalyst is COCCOC. The product is [CH2:24]([N:26]1[CH:30]=[C:29]([C:2]2[CH:3]=[C:4]([C:9]3[N:10]=[C:11]([CH:21]([CH3:23])[CH3:22])[NH:12][C:13]=3[C:14]3[CH:19]=[CH:18][CH:17]=[C:16]([CH3:20])[N:15]=3)[CH:5]=[CH:6][C:7]=2[F:8])[CH:28]=[N:27]1)[CH3:25]. The yield is 0.830. The reactants are Br[C:2]1[CH:3]=[C:4]([C:9]2[N:10]=[C:11]([CH:21]([CH3:23])[CH3:22])[NH:12][C:13]=2[C:14]2[CH:19]=[CH:18][CH:17]=[C:16]([CH3:20])[N:15]=2)[CH:5]=[CH:6][C:7]=1[F:8].[CH2:24]([N:26]1[CH:30]=[C:29](B2OC(C)(C)C(C)(C)O2)[CH:28]=[N:27]1)[CH3:25].O. (2) The reactants are [CH:1]([C:3]1[CH:18]=[CH:17][C:6]([O:7][C:8]2[N:13]=[N:12][C:11]([C:14]([NH2:16])=[O:15])=[CH:10][CH:9]=2)=[C:5]([O:19][CH3:20])[CH:4]=1)=O.[CH2:21]([NH2:26])[CH2:22][CH:23]([CH3:25])[CH3:24].[BH4-].[Na+]. The catalyst is CO. The product is [CH3:20][O:19][C:5]1[CH:4]=[C:3]([CH2:1][NH:26][CH2:21][CH2:22][CH:23]([CH3:25])[CH3:24])[CH:18]=[CH:17][C:6]=1[O:7][C:8]1[N:13]=[N:12][C:11]([C:14]([NH2:16])=[O:15])=[CH:10][CH:9]=1. The yield is 0.440. (3) The reactants are N([O-])=[O:2].[Na+].[N+:5]1([O-:16])[C:10]2[CH:11]=[CH:12][CH:13]=[CH:14][C:9]=2[N:8]=[C:7](N)[N:6]=1. The catalyst is O.Cl. The product is [OH:2][C:7]1[N:6]=[N+:5]([O-:16])[C:10]2[CH:11]=[CH:12][CH:13]=[CH:14][C:9]=2[N:8]=1. The yield is 0.490.